Dataset: Reaction yield outcomes from USPTO patents with 853,638 reactions. Task: Predict the reaction yield, written as a fraction of the theoretical maximum amount of product (1.0 means a 100% yield; for example, 0.34 means a 34% yield). (1) The reactants are Br[C:2]1[CH:3]=[C:4]2[C:9](=[C:10]([OH:12])[CH:11]=1)[C:8](=[O:13])[CH2:7][CH2:6][C:5]2([CH3:15])[CH3:14].C(N(CC)CC)C.[CH3:23][Si:24]([C:27]#[CH:28])([CH3:26])[CH3:25].C(OCC)(=O)C. The catalyst is CCCCCC.[Cu]I.Cl[Pd](Cl)([P](C1C=CC=CC=1)(C1C=CC=CC=1)C1C=CC=CC=1)[P](C1C=CC=CC=1)(C1C=CC=CC=1)C1C=CC=CC=1. The product is [OH:12][C:10]1[CH:11]=[C:2]([C:28]#[C:27][Si:24]([CH3:26])([CH3:25])[CH3:23])[CH:3]=[C:4]2[C:9]=1[C:8](=[O:13])[CH2:7][CH2:6][C:5]2([CH3:15])[CH3:14]. The yield is 1.00. (2) The reactants are [CH3:1][O:2][C:3]1[CH:12]=[CH:11][C:10]2[C:5](=[C:6]([C:13]3[CH:18]=[CH:17][C:16]([CH3:19])=[CH:15][N:14]=3)[CH:7]=[CH:8][N:9]=2)[N:4]=1.C1C(=O)N([Br:27])C(=O)C1.C(OOC(=O)C1C=CC=CC=1)(=O)C1C=CC=CC=1. The catalyst is C(Cl)(Cl)(Cl)Cl. The product is [Br:27][CH2:19][C:16]1[CH:17]=[CH:18][C:13]([C:6]2[CH:7]=[CH:8][N:9]=[C:10]3[C:5]=2[N:4]=[C:3]([O:2][CH3:1])[CH:12]=[CH:11]3)=[N:14][CH:15]=1. The yield is 0.710.